From a dataset of Full USPTO retrosynthesis dataset with 1.9M reactions from patents (1976-2016). Predict the reactants needed to synthesize the given product. (1) Given the product [N+:5]([CH2:8][CH2:9][C:10]1[CH:23]=[CH:22][C:13]([CH2:14][NH:15][C:16]2[CH:17]=[CH:18][CH:19]=[CH:20][CH:21]=2)=[CH:12][CH:11]=1)([O-:7])=[O:6], predict the reactants needed to synthesize it. The reactants are: C(O)(=O)C.[N+:5](/[CH:8]=[CH:9]/[C:10]1[CH:23]=[CH:22][C:13]([CH2:14][NH:15][C:16]2[CH:21]=[CH:20][CH:19]=[CH:18][CH:17]=2)=[CH:12][CH:11]=1)([O-:7])=[O:6].[BH4-].[Na+]. (2) Given the product [CH2:1]([N:4]([CH:5]1[CH2:10][CH2:9][N:8]([C:11](=[O:16])[C:12]([F:13])([F:14])[F:15])[CH2:7][CH2:6]1)[C:17](=[O:18])[O:19][C:20]([CH3:23])([CH3:22])[CH3:21])[C:2]#[CH:3], predict the reactants needed to synthesize it. The reactants are: [CH2:1]([NH:4][CH:5]1[CH2:10][CH2:9][N:8]([C:11](=[O:16])[C:12]([F:15])([F:14])[F:13])[CH2:7][CH2:6]1)[C:2]#[CH:3].[C:17](O[C:17]([O:19][C:20]([CH3:23])([CH3:22])[CH3:21])=[O:18])([O:19][C:20]([CH3:23])([CH3:22])[CH3:21])=[O:18]. (3) Given the product [CH3:1][N:2]([CH3:33])[C:3]([C:5]1[N:27]([CH:28]2[CH2:32][CH2:31][CH2:30][CH2:29]2)[C:8]2[N:9]=[C:10]([NH:13][C:14]3[CH:19]=[CH:18][C:17]([CH2:20][N:21]4[CH2:26][CH2:25][N:24]([C:43](=[O:44])[CH2:42][NH2:41])[CH2:23][CH2:22]4)=[CH:16][N:15]=3)[N:11]=[CH:12][C:7]=2[CH:6]=1)=[O:4], predict the reactants needed to synthesize it. The reactants are: [CH3:1][N:2]([CH3:33])[C:3]([C:5]1[N:27]([CH:28]2[CH2:32][CH2:31][CH2:30][CH2:29]2)[C:8]2[N:9]=[C:10]([NH:13][C:14]3[CH:19]=[CH:18][C:17]([CH2:20][N:21]4[CH2:26][CH2:25][NH:24][CH2:23][CH2:22]4)=[CH:16][N:15]=3)[N:11]=[CH:12][C:7]=2[CH:6]=1)=[O:4].C(OC([NH:41][CH2:42][C:43](O)=[O:44])=O)(C)(C)C. (4) Given the product [C:53]([N:40]1[CH2:39][CH2:38][N:35]2[CH2:36][CH2:37][N:32]([C:21]3[N:20]=[CH:19][C:18]([N:16]([CH3:17])[C:14](=[O:15])[C:13]([C:5]4[CH:4]=[C:3]([C:2]([F:44])([F:1])[F:45])[CH:8]=[C:7]([C:9]([F:11])([F:10])[F:12])[CH:6]=4)([CH3:43])[CH3:42])=[C:23]([C:24]4[CH:29]=[CH:28][C:27]([F:30])=[CH:26][C:25]=4[CH3:31])[CH:22]=3)[CH2:33][CH:34]2[CH2:41]1)(=[O:55])[CH3:54], predict the reactants needed to synthesize it. The reactants are: [F:1][C:2]([F:45])([F:44])[C:3]1[CH:4]=[C:5]([C:13]([CH3:43])([CH3:42])[C:14]([N:16]([C:18]2[CH:19]=[N:20][C:21]([N:32]3[CH2:37][CH2:36][N:35]4[CH2:38][CH2:39][NH:40][CH2:41][CH:34]4[CH2:33]3)=[CH:22][C:23]=2[C:24]2[CH:29]=[CH:28][C:27]([F:30])=[CH:26][C:25]=2[CH3:31])[CH3:17])=[O:15])[CH:6]=[C:7]([C:9]([F:12])([F:11])[F:10])[CH:8]=1.C(N(CC)CC)C.[C:53](Cl)(=[O:55])[CH3:54]. (5) Given the product [OH:28][C@@H:25]1[CH2:26][CH2:27][C@H:22]([NH:21][C:2]2[C:7]([C:8]#[N:9])=[CH:6][N:5]=[C:4]([S:10][CH3:11])[N:3]=2)[CH2:23][C:24]1([CH3:30])[CH3:29], predict the reactants needed to synthesize it. The reactants are: Cl[C:2]1[C:7]([C:8]#[N:9])=[CH:6][N:5]=[C:4]([S:10][CH3:11])[N:3]=1.CCN(C(C)C)C(C)C.[NH2:21][CH:22]1[CH2:27][CH2:26][CH:25]([OH:28])[C:24]([CH3:30])([CH3:29])[CH2:23]1. (6) The reactants are: [OH:1][C@H:2]1[CH2:5][C@H:4]([NH:6][C:7]([C:9]2[C:17]3[C:12](=[N:13][CH:14]=[C:15]([C:18]4[C:26]5[C:21](=[CH:22][C:23]([F:27])=[CH:24][CH:25]=5)[N:20]([CH3:28])[N:19]=4)[N:16]=3)[N:11](COCC[Si](C)(C)C)[CH:10]=2)=[O:8])[CH2:3]1.FC(F)(F)C(O)=O.C(N)CN. Given the product [OH:1][C@H:2]1[CH2:3][C@H:4]([NH:6][C:7]([C:9]2[C:17]3[C:12](=[N:13][CH:14]=[C:15]([C:18]4[C:26]5[C:21](=[CH:22][C:23]([F:27])=[CH:24][CH:25]=5)[N:20]([CH3:28])[N:19]=4)[N:16]=3)[NH:11][CH:10]=2)=[O:8])[CH2:5]1, predict the reactants needed to synthesize it. (7) Given the product [C:2]([O:6][C:7](=[O:10])[CH2:8][C:23]1[CH:22]=[CH:21][C:20]([CH:26]=[CH:27][CH3:28])=[C:19]([O:18][CH2:11][C:12]2[CH:17]=[CH:16][CH:15]=[CH:14][CH:13]=2)[CH:24]=1)([CH3:5])([CH3:4])[CH3:3], predict the reactants needed to synthesize it. The reactants are: [Cl-].[C:2]([O:6][C:7](=[O:10])[CH2:8][Zn+])([CH3:5])([CH3:4])[CH3:3].[CH2:11]([O:18][C:19]1[CH:24]=[C:23](Br)[CH:22]=[CH:21][C:20]=1[CH:26]=[CH:27][CH3:28])[C:12]1[CH:17]=[CH:16][CH:15]=[CH:14][CH:13]=1.